This data is from Forward reaction prediction with 1.9M reactions from USPTO patents (1976-2016). The task is: Predict the product of the given reaction. (1) Given the reactants [N:1]1[C:5]2[C:6]3[CH:14]=[CH:13][CH:12]=[CH:11][C:7]=3[O:8][CH2:9][CH2:10][C:4]=2[S:3][C:2]=1[NH:15][CH2:16][CH:17]1[CH2:22][CH2:21][CH:20]([NH:23][C:24](=O)[CH2:25][CH3:26])[CH2:19][CH2:18]1.Cl.[OH-].[Na+], predict the reaction product. The product is: [CH2:24]([NH:23][CH:20]1[CH2:21][CH2:22][CH:17]([CH2:16][NH:15][C:2]2[S:3][C:4]3[CH2:10][CH2:9][O:8][C:7]4[CH:11]=[CH:12][CH:13]=[CH:14][C:6]=4[C:5]=3[N:1]=2)[CH2:18][CH2:19]1)[CH2:25][CH3:26]. (2) The product is: [O:20]1[CH:24]=[CH:23][C:22]([C:2]2[C:12]3[O:11][CH2:10][CH2:9][N:8]([C:13]([O:15][C:16]([CH3:19])([CH3:18])[CH3:17])=[O:14])[CH2:7][C:6]=3[CH:5]=[CH:4][CH:3]=2)=[CH:21]1. Given the reactants Br[C:2]1[C:12]2[O:11][CH2:10][CH2:9][N:8]([C:13]([O:15][C:16]([CH3:19])([CH3:18])[CH3:17])=[O:14])[CH2:7][C:6]=2[CH:5]=[CH:4][CH:3]=1.[O:20]1[CH:24]=[CH:23][C:22](B(O)O)=[CH:21]1.O, predict the reaction product. (3) Given the reactants [Cl:1][CH:2](Cl)[CH3:3].[N+:5]([C:8]1[CH:13]=C(CO)[CH:11]=[CH:10][C:9]=1[C:16]1[CH:21]=[CH:20][CH:19]=[CH:18][CH:17]=1)([O-:7])=[O:6].S(Cl)(Cl)=O, predict the reaction product. The product is: [Cl:1][CH2:2][C:3]1[CH:11]=[CH:10][C:9]([C:16]2[CH:21]=[CH:20][CH:19]=[CH:18][CH:17]=2)=[C:8]([N+:5]([O-:7])=[O:6])[CH:13]=1. (4) Given the reactants Br[C:2]1[CH:7]=[CH:6][C:5]([C:8]2[N:12]([CH:13]3[CH2:19][O:18][CH2:17][CH2:16][O:15][CH2:14]3)[N:11]=[CH:10][C:9]=2[C:20]([O:22][CH2:23][CH3:24])=[O:21])=[C:4]([N+:25]([O-:27])=[O:26])[CH:3]=1.[CH3:28][O:29][C:30]1[C:35]([CH3:36])=[C:34](B(O)O)[C:33]([CH3:40])=[CH:32][N:31]=1.C(OCC)(=O)C.O, predict the reaction product. The product is: [O:18]1[CH2:19][CH:13]([N:12]2[C:8]([C:5]3[CH:6]=[CH:7][C:2]([C:34]4[C:33]([CH3:40])=[CH:32][N:31]=[C:30]([O:29][CH3:28])[C:35]=4[CH3:36])=[CH:3][C:4]=3[N+:25]([O-:27])=[O:26])=[C:9]([C:20]([O:22][CH2:23][CH3:24])=[O:21])[CH:10]=[N:11]2)[CH2:14][O:15][CH2:16][CH2:17]1. (5) The product is: [NH2:31][C:9]1[CH2:8][C:7]([C:5](=[O:6])[N:4]([CH2:3][C:2]([NH2:1])=[O:42])[CH2:39][CH2:40][CH3:41])=[CH:13][C:12]2[CH:14]=[C:15]([C:18]3[CH:23]=[CH:22][C:21]([NH:24][C:25](=[O:29])[O:26][CH2:27][CH3:28])=[CH:20][C:19]=3[Cl:30])[CH:16]=[CH:17][C:11]=2[N:10]=1. Given the reactants [NH2:1][C:2](=[O:42])[CH2:3][N:4]([CH2:39][CH2:40][CH3:41])[C:5]([C:7]1[CH2:8][C:9]([NH:31]C(OC(C)(C)C)=O)=[N:10][C:11]2[CH:17]=[CH:16][C:15]([C:18]3[CH:23]=[CH:22][C:21]([NH:24][C:25](=[O:29])[O:26][CH2:27][CH3:28])=[CH:20][C:19]=3[Cl:30])=[CH:14][C:12]=2[CH:13]=1)=[O:6].C(O)(C(F)(F)F)=O.C([O-])(O)=O.[Na+], predict the reaction product.